From a dataset of HIV replication inhibition screening data with 41,000+ compounds from the AIDS Antiviral Screen. Binary Classification. Given a drug SMILES string, predict its activity (active/inactive) in a high-throughput screening assay against a specified biological target. (1) The drug is FC(F)(Sc1ccccc1)c1nc2ccccc2o1. The result is 1 (active). (2) The drug is Cc1nc2ccccc2c(N)c1-c1cc(C)c2c(C)nc3ccccc3c2n1. The result is 0 (inactive). (3) The result is 0 (inactive). The molecule is OCC(O)C(Cl)CCl. (4) The drug is CC(c1ccccc1)N1C(=O)C(OCc2ccccc2)C1C(COC(=O)COCc1ccccc1)OCc1ccccc1. The result is 0 (inactive). (5) The molecule is COc1cc(N=NN(C)C)c(C(C)c2c3cc(OC)c(OC)cc3cc[n+]2C)cc1OC.I.[I-]. The result is 0 (inactive).